From a dataset of Catalyst prediction with 721,799 reactions and 888 catalyst types from USPTO. Predict which catalyst facilitates the given reaction. (1) Reactant: [N:1]1([C:7]([N:9]2[CH2:14][CH:13]([C:15]3[CH:20]=[CH:19][C:18]([CH2:21][C:22]([F:25])([F:24])[F:23])=[CH:17][CH:16]=3)[CH2:12][CH:11]([C:26]([O:28]C)=[O:27])[CH2:10]2)=[O:8])[CH2:6][CH2:5][S:4][CH2:3][CH2:2]1.CC(C)([O-])C.[K+]. Product: [N:1]1([C:7]([N:9]2[CH2:14][CH:13]([C:15]3[CH:16]=[CH:17][C:18]([CH2:21][C:22]([F:24])([F:25])[F:23])=[CH:19][CH:20]=3)[CH2:12][CH:11]([C:26]([OH:28])=[O:27])[CH2:10]2)=[O:8])[CH2:2][CH2:3][S:4][CH2:5][CH2:6]1. The catalyst class is: 5. (2) Reactant: C([O:8][C:9]1[CH:18]=[CH:17][C:16]([C:19](=[O:32])[CH:20]=[N:21][C:22]([CH3:31])([CH3:30])[CH2:23][CH2:24][N:25]2[CH:29]=[N:28][N:27]=[CH:26]2)=[CH:15][C:10]=1[C:11](OC)=[O:12])C1C=CC=CC=1.C(OC1C=CC(C(=O)C(OCC)O)=CC=1C(OC)=O)C1C=CC=CC=1.CC(N)(C)CCN1C=NN=C1. Product: [CH3:31][C:22]([NH:21][CH2:20][CH:19]([C:16]1[CH:17]=[CH:18][C:9]([OH:8])=[C:10]([CH2:11][OH:12])[CH:15]=1)[OH:32])([CH3:30])[CH2:23][CH2:24][N:25]1[CH:29]=[N:28][N:27]=[CH:26]1. The catalyst class is: 8. (3) Reactant: [NH2:1][C:2]([C:21]1[CH:26]=[CH:25][C:24]([F:27])=[CH:23][CH:22]=1)([C:14]1[CH:19]=[CH:18][C:17]([F:20])=[CH:16][CH:15]=1)[CH:3]([NH:5][C:6]([C:8]1[CH:13]=[N:12][CH:11]=[CH:10][N:9]=1)=O)[CH3:4].P(Cl)(Cl)(Cl)(Cl)Cl.[OH-].[Na+]. Product: [F:20][C:17]1[CH:18]=[CH:19][C:14]([C:2]2([C:21]3[CH:26]=[CH:25][C:24]([F:27])=[CH:23][CH:22]=3)[CH:3]([CH3:4])[NH:5][C:6]([C:8]3[CH:13]=[N:12][CH:11]=[CH:10][N:9]=3)=[N:1]2)=[CH:15][CH:16]=1. The catalyst class is: 48. (4) Reactant: [Cl:1][C:2]1[CH:7]=[CH:6][C:5]([NH:8][C:9](=[O:12])[CH2:10][CH3:11])=[CH:4][C:3]=1[C:13]1[O:14][C:15]2[CH:21]=[CH:20][C:19]([CH3:22])=[CH:18][C:16]=2[N:17]=1.[H-].[Na+].I[CH3:26].[Cl-].[NH4+]. Product: [Cl:1][C:2]1[CH:7]=[CH:6][C:5]([N:8]([CH3:26])[C:9](=[O:12])[CH2:10][CH3:11])=[CH:4][C:3]=1[C:13]1[O:14][C:15]2[CH:21]=[CH:20][C:19]([CH3:22])=[CH:18][C:16]=2[N:17]=1. The catalyst class is: 16.